This data is from CYP1A2 inhibition data for predicting drug metabolism from PubChem BioAssay. The task is: Regression/Classification. Given a drug SMILES string, predict its absorption, distribution, metabolism, or excretion properties. Task type varies by dataset: regression for continuous measurements (e.g., permeability, clearance, half-life) or binary classification for categorical outcomes (e.g., BBB penetration, CYP inhibition). Dataset: cyp1a2_veith. (1) The molecule is COCC(=O)Nc1c(I)c(C(=O)NC[C@@H](O)CO)c(I)c(C(=O)N(C)C[C@@H](O)CO)c1I. The result is 0 (non-inhibitor). (2) The molecule is CC1(C)Cc2c(ccc3ccccc23)C(=O)N1. The result is 1 (inhibitor). (3) The compound is CSC1=N/C(=C\c2ccc3c(c2)OCO3)C(=O)S1. The result is 1 (inhibitor). (4) The molecule is COc1ccc(NC(=O)COC(=O)c2ccc(OCc3c(C)noc3C)cc2)cc1OC. The result is 0 (non-inhibitor).